Dataset: NCI-60 drug combinations with 297,098 pairs across 59 cell lines. Task: Regression. Given two drug SMILES strings and cell line genomic features, predict the synergy score measuring deviation from expected non-interaction effect. (1) Drug 1: COC1=C(C=C2C(=C1)N=CN=C2NC3=CC(=C(C=C3)F)Cl)OCCCN4CCOCC4. Drug 2: CC1=C(C(CCC1)(C)C)C=CC(=CC=CC(=CC(=O)O)C)C. Cell line: MCF7. Synergy scores: CSS=26.1, Synergy_ZIP=-6.75, Synergy_Bliss=-2.09, Synergy_Loewe=2.06, Synergy_HSA=2.92. (2) Drug 1: C1CC(=O)NC(=O)C1N2CC3=C(C2=O)C=CC=C3N. Drug 2: CN(CCCl)CCCl.Cl. Cell line: T-47D. Synergy scores: CSS=6.32, Synergy_ZIP=-1.54, Synergy_Bliss=0.593, Synergy_Loewe=-0.898, Synergy_HSA=-0.861. (3) Drug 1: CS(=O)(=O)CCNCC1=CC=C(O1)C2=CC3=C(C=C2)N=CN=C3NC4=CC(=C(C=C4)OCC5=CC(=CC=C5)F)Cl. Drug 2: CN1C2=C(C=C(C=C2)N(CCCl)CCCl)N=C1CCCC(=O)O.Cl. Cell line: M14. Synergy scores: CSS=4.01, Synergy_ZIP=-2.66, Synergy_Bliss=-2.22, Synergy_Loewe=-26.0, Synergy_HSA=-1.60.